This data is from Catalyst prediction with 721,799 reactions and 888 catalyst types from USPTO. The task is: Predict which catalyst facilitates the given reaction. (1) Reactant: [Br:1][C:2]1[CH:3]=[C:4]([CH:7]=[C:8]([F:10])[CH:9]=1)[CH2:5]O.C1(P(C2C=CC=CC=2)C2C=CC=CC=2)C=CC=CC=1.C(Br)(Br)(Br)[Br:31]. Product: [Br:1][C:2]1[CH:3]=[C:4]([CH:7]=[C:8]([F:10])[CH:9]=1)[CH2:5][Br:31]. The catalyst class is: 4. (2) Reactant: Br[C:2]1[N:24]=[C:5]2[N:6]=[C:7]([C:16]3[CH:23]=[CH:22][C:19]([CH:20]=[O:21])=[CH:18][CH:17]=3)[C:8]([C:10]3[CH:15]=[CH:14][CH:13]=[CH:12][CH:11]=3)=[CH:9][N:4]2[N:3]=1.[CH2:25]([NH2:27])[CH3:26]. Product: [CH2:25]([NH:27][C:2]1[N:24]=[C:5]2[N:6]=[C:7]([C:16]3[CH:23]=[CH:22][C:19]([CH:20]=[O:21])=[CH:18][CH:17]=3)[C:8]([C:10]3[CH:15]=[CH:14][CH:13]=[CH:12][CH:11]=3)=[CH:9][N:4]2[N:3]=1)[CH3:26]. The catalyst class is: 179. (3) Reactant: [C:1]([O:5][C:6]([N:8]1[CH2:13][CH2:12][N:11]([C:14]2[CH:19]=[C:18]([CH2:20][O:21][C:22]3[CH:27]=[CH:26][CH:25]=[CH:24][C:23]=3[C:28]([F:31])([F:30])[F:29])[C:17]([Br:32])=[CH:16][C:15]=2[N+:33]([O-])=O)[CH2:10][CH2:9]1)=[O:7])([CH3:4])([CH3:3])[CH3:2].O.O.[Sn](Cl)(Cl)(Cl)Cl.[OH-].[Na+]. Product: [C:1]([O:5][C:6]([N:8]1[CH2:9][CH2:10][N:11]([C:14]2[CH:19]=[C:18]([CH2:20][O:21][C:22]3[CH:27]=[CH:26][CH:25]=[CH:24][C:23]=3[C:28]([F:31])([F:29])[F:30])[C:17]([Br:32])=[CH:16][C:15]=2[NH2:33])[CH2:12][CH2:13]1)=[O:7])([CH3:4])([CH3:2])[CH3:3]. The catalyst class is: 3.